Dataset: Full USPTO retrosynthesis dataset with 1.9M reactions from patents (1976-2016). Task: Predict the reactants needed to synthesize the given product. (1) Given the product [NH2:1][C:2]1[C:3]2[C:13]([O:14][CH2:15][C:16]([NH:19][C:20](=[O:28])[C:21]3[CH:26]=[CH:25][N:24]=[C:23]([C:31]4[CH:32]=[CH:33][CH:34]=[CH:35][C:30]=4[OH:29])[CH:22]=3)([CH3:18])[CH3:17])=[CH:12][CH:11]=[CH:10][C:4]=2[NH:5][S:6](=[O:9])(=[O:8])[N:7]=1, predict the reactants needed to synthesize it. The reactants are: [NH2:1][C:2]1[C:3]2[C:13]([O:14][CH2:15][C:16]([NH:19][C:20](=[O:28])[C:21]3[CH:26]=[CH:25][N:24]=[C:23](Br)[CH:22]=3)([CH3:18])[CH3:17])=[CH:12][CH:11]=[CH:10][C:4]=2[NH:5][S:6](=[O:9])(=[O:8])[N:7]=1.[OH:29][C:30]1[CH:35]=[CH:34][CH:33]=[CH:32][C:31]=1B(O)O. (2) The reactants are: [C:1]([N:9]1[CH2:14][CH2:13][CH2:12][CH2:11][CH2:10]1)(=[O:8])[C:2]1[CH:7]=[CH:6][CH:5]=[CH:4][CH:3]=1.[O:15]=C[C@@H]([C@H]([C@@H]([C@@H](CO)O)O)O)O. Given the product [C:1]([N:9]1[CH2:14][CH2:13][CH:12]([OH:15])[CH2:11][CH2:10]1)(=[O:8])[C:2]1[CH:7]=[CH:6][CH:5]=[CH:4][CH:3]=1, predict the reactants needed to synthesize it. (3) Given the product [CH3:19][O:18][C:15]1[CH:14]=[CH:13][C:12]([CH2:11][N:10]([CH2:20][C:21]2[CH:26]=[CH:25][CH:24]=[C:23]([C:27]3[C:31]4[C:32]5[CH2:37][CH2:36][CH2:35][CH2:34][C:33]=5[C:44](=[O:45])[NH:38][C:30]=4[N:29]([CH3:39])[N:28]=3)[CH:22]=2)[C:9](=[O:40])[O:8][CH2:1][C:2]2[CH:3]=[CH:4][CH:5]=[CH:6][CH:7]=2)=[CH:17][CH:16]=1, predict the reactants needed to synthesize it. The reactants are: [CH2:1]([O:8][C:9](=[O:40])[N:10]([CH2:20][C:21]1[CH:26]=[CH:25][CH:24]=[C:23]([C:27]2[C:31]([C:32]3[CH2:37][CH2:36][CH2:35][CH2:34][CH:33]=3)=[C:30]([NH2:38])[N:29]([CH3:39])[N:28]=2)[CH:22]=1)[CH2:11][C:12]1[CH:17]=[CH:16][C:15]([O:18][CH3:19])=[CH:14][CH:13]=1)[C:2]1[CH:7]=[CH:6][CH:5]=[CH:4][CH:3]=1.C(N=[C:44]=[O:45])C.